This data is from Reaction yield outcomes from USPTO patents with 853,638 reactions. The task is: Predict the reaction yield, written as a fraction of the theoretical maximum amount of product (1.0 means a 100% yield; for example, 0.34 means a 34% yield). (1) The yield is 0.603. The product is [C:1]([NH:5][C:6]1[S:10][C:9]2[C:11]3[C:16]([CH2:17][C:8]=2[C:7]=1[C:18]([NH2:20])=[O:19])=[CH:15][CH:14]=[CH:13][CH:12]=3)(=[O:3])[CH3:2]. The catalyst is N1C=CC=CC=1. The reactants are [C:1](Cl)(=[O:3])[CH3:2].[NH2:5][C:6]1[S:10][C:9]2[C:11]3[C:16]([CH2:17][C:8]=2[C:7]=1[C:18]([NH2:20])=[O:19])=[CH:15][CH:14]=[CH:13][CH:12]=3.C(OCC)C. (2) The reactants are [F:1][C:2]1[CH:3]=[C:4]([CH2:10][C:11]([OH:13])=O)[CH:5]=[CH:6][C:7]=1[O:8][CH3:9].[C:14]1([O:20][CH3:21])[CH:19]=[CH:18][CH:17]=[CH:16][CH:15]=1. No catalyst specified. The product is [F:1][C:2]1[CH:3]=[C:4]([CH2:10][C:11]([C:17]2[CH:18]=[CH:19][C:14]([O:20][CH3:21])=[CH:15][CH:16]=2)=[O:13])[CH:5]=[CH:6][C:7]=1[O:8][CH3:9]. The yield is 0.570. (3) The reactants are [CH:1]1([NH2:7])[CH2:6][CH2:5][CH2:4][CH2:3][CH2:2]1.C([O:10][C:11]([C:13]1[C:14](=[O:32])[N:15]([CH2:24][C:25]2[CH:30]=[CH:29][C:28]([F:31])=[CH:27][CH:26]=2)[C:16]2[C:21]([C:22]=1[OH:23])=[CH:20][CH:19]=[CH:18][CH:17]=2)=O)C. The catalyst is C1(C)C=CC=CC=1.O. The product is [CH:1]1([NH:7][C:11]([C:13]2[C:14](=[O:32])[N:15]([CH2:24][C:25]3[CH:26]=[CH:27][C:28]([F:31])=[CH:29][CH:30]=3)[C:16]3[C:21]([C:22]=2[OH:23])=[CH:20][CH:19]=[CH:18][CH:17]=3)=[O:10])[CH2:6][CH2:5][CH2:4][CH2:3][CH2:2]1. The yield is 0.870.